Predict the reactants needed to synthesize the given product. From a dataset of Full USPTO retrosynthesis dataset with 1.9M reactions from patents (1976-2016). (1) Given the product [OH:19][NH:18][C:16]([C:11]1[CH:12]=[C:13]2[C:8](=[CH:9][CH:10]=1)[CH2:7][N:6]([C:4]([CH:1]1[CH2:3][CH2:2]1)=[O:5])[CH2:15][CH2:14]2)=[O:17], predict the reactants needed to synthesize it. The reactants are: [CH:1]1([C:4]([N:6]2[CH2:15][CH2:14][C:13]3[C:8](=[CH:9][CH:10]=[C:11]([C:16]([NH:18][O:19]C4CCCCO4)=[O:17])[CH:12]=3)[CH2:7]2)=[O:5])[CH2:3][CH2:2]1.Cl. (2) Given the product [Cl:29][C:24]1[CH:25]=[CH:26][CH:27]=[CH:28][C:23]=1[N:20]1[CH2:21][CH2:22][CH:17]([CH2:16][C:12]2[N:11]=[C:10]([C:30]([NH:32][CH2:33][C:34]([O:36][CH2:37][CH3:38])=[O:35])=[O:31])[C:9]([OH:8])=[C:14]([CH3:15])[N:13]=2)[CH2:18][CH2:19]1, predict the reactants needed to synthesize it. The reactants are: C([O:8][C:9]1[C:10]([C:30]([NH:32][CH2:33][C:34]([O:36][CH2:37][CH3:38])=[O:35])=[O:31])=[N:11][C:12]([CH2:16][CH:17]2[CH2:22][CH2:21][N:20]([C:23]3[CH:28]=[CH:27][CH:26]=[CH:25][C:24]=3[Cl:29])[CH2:19][CH2:18]2)=[N:13][C:14]=1[CH3:15])C1C=CC=CC=1.FC(F)(F)C(O)=O. (3) Given the product [N:36]1([CH2:34][CH2:33][N:4]([CH2:3][CH2:2][N:42]2[CH2:43][CH2:44][CH2:45][CH2:46][CH2:47]2)[C:5]2[C:18]3[O:17][CH2:16][CH2:15][N:14]4[C:10](=[C:11]([CH:27]5[CH2:32][CH2:31][CH2:30][CH2:29][CH2:28]5)[C:12]5[CH:22]=[CH:21][C:20]([C:23]([O:25][CH3:26])=[O:24])=[CH:19][C:13]=54)[C:9]=3[CH:8]=[CH:7][CH:6]=2)[CH2:37][CH2:38][CH2:39][CH2:40][CH2:41]1, predict the reactants needed to synthesize it. The reactants are: O=[C:2]([N:42]1[CH2:47][CH2:46][CH2:45][CH2:44][CH2:43]1)[CH2:3][N:4]([CH2:33][C:34]([N:36]1[CH2:41][CH2:40][CH2:39][CH2:38][CH2:37]1)=O)[C:5]1[C:18]2[O:17][CH2:16][CH2:15][N:14]3[C:10](=[C:11]([CH:27]4[CH2:32][CH2:31][CH2:30][CH2:29][CH2:28]4)[C:12]4[CH:22]=[CH:21][C:20]([C:23]([O:25][CH3:26])=[O:24])=[CH:19][C:13]=43)[C:9]=2[CH:8]=[CH:7][CH:6]=1.Cl.[OH-].[Na+].C(=O)([O-])O.[Na+].